Dataset: Forward reaction prediction with 1.9M reactions from USPTO patents (1976-2016). Task: Predict the product of the given reaction. (1) The product is: [F:30][C:21]1[CH:20]=[CH:25][C:24]([S:26]([CH3:29])(=[O:28])=[O:27])=[CH:23][C:22]=1[B:9]1[O:10][C:11]([CH3:16])([CH3:17])[C:12]([CH3:14])([CH3:15])[O:13]1. Given the reactants [CH3:16][C:11]1([CH3:17])[C:12]([CH3:15])([CH3:14])[O:13][B:9]([B:9]2[O:13][C:12]([CH3:15])([CH3:14])[C:11]([CH3:17])([CH3:16])[O:10]2)[O:10]1.Br[C:20]1[CH:25]=[C:24]([S:26]([CH3:29])(=[O:28])=[O:27])[CH:23]=[CH:22][C:21]=1[F:30].C([O-])(=O)C.[K+].CS(C)=O, predict the reaction product. (2) Given the reactants [CH3:1][C:2]1[N:3]=[C:4]2[N:8]([CH:9]=1)[C:7]([CH2:10][C:11]([OH:13])=O)=[CH:6][S:5]2.[Br:14][C:15]1[C:16]([C:21]2[NH:25][N:24]=[CH:23][N:22]=2)=[C:17]([NH2:20])[S:18][CH:19]=1, predict the reaction product. The product is: [Br:14][C:15]1[C:16]([C:21]2[NH:25][N:24]=[CH:23][N:22]=2)=[C:17]([NH:20][C:11](=[O:13])[CH2:10][C:7]2[N:8]3[CH:9]=[C:2]([CH3:1])[N:3]=[C:4]3[S:5][CH:6]=2)[S:18][CH:19]=1. (3) Given the reactants C(OC([N:8]1[CH2:13][CH2:12][O:11][CH2:10][CH:9]1[C:14]1[N:15]([CH3:33])[C:16](=[O:32])[C:17]([OH:31])=[C:18]([C:20]([NH:22][CH2:23][C:24]2[CH:29]=[CH:28][C:27]([F:30])=[CH:26][CH:25]=2)=[O:21])[N:19]=1)=O)(C)(C)C.ClCCl.C(O)(C(F)(F)F)=O, predict the reaction product. The product is: [F:30][C:27]1[CH:28]=[CH:29][C:24]([CH2:23][NH:22][C:20]([C:18]2[N:19]=[C:14]([CH:9]3[CH2:10][O:11][CH2:12][CH2:13][NH:8]3)[N:15]([CH3:33])[C:16](=[O:32])[C:17]=2[OH:31])=[O:21])=[CH:25][CH:26]=1. (4) Given the reactants [N:1]1[C:10]2[C:5](=[CH:6][CH:7]=[CH:8][CH:9]=2)[CH:4]=[CH:3][CH:2]=1.[Li][CH:12]([CH2:14]C)[CH3:13].Br[C:17]1[CH:18]=[C:19]([C:23]2[CH:28]=[CH:27][CH:26]=[CH:25][CH:24]=2)[CH:20]=[CH:21][CH:22]=1.C([O-])([O-])=O.[Na+].[Na+], predict the reaction product. The product is: [C:19]1([C:23]2[CH:28]=[CH:27][CH:26]=[CH:25][CH:24]=2)[CH:20]=[CH:21][CH:22]=[C:17]([C:9]2[CH:8]=[C:7]([CH:12]([CH3:14])[CH3:13])[CH:6]=[C:5]3[C:10]=2[N:1]=[CH:2][CH:3]=[CH:4]3)[CH:18]=1. (5) Given the reactants [CH3:1][O:2][CH2:3][C:4]1[CH:5]=[C:6]([CH:11]=[C:12](I)[CH:13]=1)[C:7]([O:9][CH3:10])=[O:8].[CH3:15][N:16](C)C=O, predict the reaction product. The product is: [C:15]([C:12]1[CH:11]=[C:6]([CH:5]=[C:4]([CH2:3][O:2][CH3:1])[CH:13]=1)[C:7]([O:9][CH3:10])=[O:8])#[N:16]. (6) Given the reactants [C:1]1([CH3:9])[C:2]([CH:7]=[O:8])=[CH:3][CH:4]=[CH:5][CH:6]=1.[Cl:10][C:11]1[CH:16]=[CH:15][C:14]([Mg]Br)=[CH:13][CH:12]=1.ClC1C=C(Cl)C=CC=1C(O)C1C=CC(Cl)=CC=1, predict the reaction product. The product is: [CH3:9][C:1]1[CH:6]=[CH:5][CH:4]=[CH:3][C:2]=1[CH:7]([OH:8])[C:14]1[CH:15]=[CH:16][C:11]([Cl:10])=[CH:12][CH:13]=1. (7) Given the reactants [F:1][C:2]([F:26])([F:25])[C:3]1[CH:4]=[C:5]([C:9]2[N:10]=[C:11]([CH2:14][C:15]3[CH:24]=[CH:23][C:18]([C:19]([O:21]C)=[O:20])=[CH:17][CH:16]=3)[S:12][CH:13]=2)[CH:6]=[CH:7][CH:8]=1.[OH-].[Na+], predict the reaction product. The product is: [F:26][C:2]([F:1])([F:25])[C:3]1[CH:4]=[C:5]([C:9]2[N:10]=[C:11]([CH2:14][C:15]3[CH:24]=[CH:23][C:18]([C:19]([OH:21])=[O:20])=[CH:17][CH:16]=3)[S:12][CH:13]=2)[CH:6]=[CH:7][CH:8]=1.